This data is from Reaction yield outcomes from USPTO patents with 853,638 reactions. The task is: Predict the reaction yield, written as a fraction of the theoretical maximum amount of product (1.0 means a 100% yield; for example, 0.34 means a 34% yield). (1) The reactants are [CH3:1][N:2]1[CH2:7][CH2:6][CH2:5][N:4]([C:8]2[C:9]([CH3:23])=[N:10][CH:11]=[C:12](B3OC(C)(C)C(C)(C)O3)[CH:13]=2)[S:3]1(=[O:25])=[O:24].Cl[C:27]1[CH:32]=[CH:31][N:30]=[C:29]([NH:33][C:34]2[CH:39]=[CH:38][N:37]=[C:36]([CH3:40])[N:35]=2)N=1.P([O-])([O-])([O-])=O.[K+].[K+].[K+].O1CCOC[CH2:50]1. The product is [CH3:23][C:9]1[N:10]=[CH:11][C:12]([C:27]2[CH:32]=[CH:31][N:30]=[C:29]([NH:33][C:34]3[CH:39]=[CH:38][N:37]=[C:36]([CH3:40])[N:35]=3)[CH:50]=2)=[CH:13][C:8]=1[N:4]1[CH2:5][CH2:6][CH2:7][N:2]([CH3:1])[S:3]1(=[O:24])=[O:25]. The yield is 0.420. The catalyst is CC(C1C=C(C(C)C)C(C2C=CC=CC=2P(C2CCCCC2)C2CCCCC2)=C(C(C)C)C=1)C. (2) The reactants are [Cl:1][C:2]1[CH:7]=[C:6]([Cl:8])[CH:5]=[C:4]([CH3:9])[C:3]=1[N:10]1[C:14]2=[N:15][C:16]3[C:17](=[C:18]([C:22]([O:24]C)=O)[CH:19]=[CH:20][CH:21]=3)[N:13]2[CH2:12][CH2:11]1.[CH:26]1([Mg]Br)[CH2:28][CH2:27]1.O.O1[CH2:36][CH2:35][CH2:34]C1. No catalyst specified. The product is [CH:26]1([C:22]([CH:34]2[CH2:35][CH2:36]2)([C:18]2[C:17]3[N:13]4[CH2:12][CH2:11][N:10]([C:3]5[C:4]([CH3:9])=[CH:5][C:6]([Cl:8])=[CH:7][C:2]=5[Cl:1])[C:14]4=[N:15][C:16]=3[CH:21]=[CH:20][CH:19]=2)[OH:24])[CH2:28][CH2:27]1. The yield is 0.390. (3) The reactants are [CH:1]1([C:4]2[CH:9]=[CH:8][N:7]=[CH:6][C:5]=2[N:10]2[CH2:14][CH2:13][NH:12][C:11]2=[O:15])[CH2:3][CH2:2]1.Br[C:17]1[CH:29]=[CH:28][C:20]2[S:21][CH:22]=[C:23]([C:24]([F:27])([F:26])[F:25])[C:19]=2[CH:18]=1.CN[C@@H]1CCCC[C@H]1NC.P([O-])([O-])([O-])=O.[K+].[K+].[K+]. The catalyst is [Cu](I)I.O1CCOCC1. The product is [CH:1]1([C:4]2[CH:9]=[CH:8][N:7]=[CH:6][C:5]=2[N:10]2[CH2:14][CH2:13][N:12]([C:17]3[CH:29]=[CH:28][C:20]4[S:21][CH:22]=[C:23]([C:24]([F:26])([F:27])[F:25])[C:19]=4[CH:18]=3)[C:11]2=[O:15])[CH2:3][CH2:2]1. The yield is 0.0800. (4) The reactants are CO[C:3](=[O:12])[C:4]1[CH:9]=[CH:8][CH:7]=[CH:6][C:5]=1[CH2:10]Br.[F:13][C:14]([F:31])([F:30])[C:15]1[CH:29]=[CH:28][C:18]([O:19][C:20]2[CH:27]=[CH:26][C:23]([CH2:24][NH2:25])=[CH:22][CH:21]=2)=[CH:17][CH:16]=1.C([O-])([O-])=O.[K+].[K+].C(OCC)(=O)C. The catalyst is C1(C)C=CC=CC=1.CCCCCC. The product is [F:13][C:14]([F:30])([F:31])[C:15]1[CH:29]=[CH:28][C:18]([O:19][C:20]2[CH:27]=[CH:26][C:23]([CH2:24][N:25]3[CH2:10][C:5]4[C:4](=[CH:9][CH:8]=[CH:7][CH:6]=4)[C:3]3=[O:12])=[CH:22][CH:21]=2)=[CH:17][CH:16]=1. The yield is 0.600. (5) The reactants are [OH:1][C:2]1([C:21]2[CH:26]=[CH:25][CH:24]=[CH:23][N:22]=2)[CH2:7][CH2:6][CH:5]([N:8]2[CH2:12][CH2:11][C@@H:10]([NH:13]C(=O)OC(C)(C)C)[CH2:9]2)[CH2:4][CH2:3]1.[ClH:27]. The product is [ClH:27].[NH2:13][C@@H:10]1[CH2:11][CH2:12][N:8]([CH:5]2[CH2:6][CH2:7][C:2]([C:21]3[CH:26]=[CH:25][CH:24]=[CH:23][N:22]=3)([OH:1])[CH2:3][CH2:4]2)[CH2:9]1. The yield is 0.990. The catalyst is O1CCOCC1. (6) The reactants are [O:1]=[C:2]1[N:8]([C:9]2[CH:14]=[CH:13][CH:12]=[CH:11][N:10]=2)[C:7]2[CH:15]=[CH:16][CH:17]=[CH:18][C:6]=2[C:5]([C:19]2[CH:24]=[CH:23][CH:22]=[CH:21][CH:20]=2)=[N:4][CH:3]1[NH:25]C(=O)OCC1C=CC=CC=1.Br.CC(O)=O. The catalyst is CCOCC. The product is [NH2:25][C@@H:3]1[C:2](=[O:1])[N:8]([C:9]2[CH:14]=[CH:13][CH:12]=[CH:11][N:10]=2)[C:7]2[CH:15]=[CH:16][CH:17]=[CH:18][C:6]=2[C:5]([C:19]2[CH:24]=[CH:23][CH:22]=[CH:21][CH:20]=2)=[N:4]1. The yield is 0.424. (7) The reactants are [CH3:1][C:2]1[O:6][N:5]=[C:4]([C:7]2[CH:12]=[CH:11][CH:10]=[CH:9][CH:8]=2)[C:3]=1[C:13]([NH:15][NH2:16])=[O:14].[F:17][C:18]([F:30])([F:29])[O:19][C:20]1[CH:28]=[CH:27][CH:26]=[CH:25][C:21]=1[C:22](O)=O. No catalyst specified. The product is [CH3:1][C:2]1[O:6][N:5]=[C:4]([C:7]2[CH:12]=[CH:11][CH:10]=[CH:9][CH:8]=2)[C:3]=1[C:13]1[O:14][C:22]([C:21]2[CH:25]=[CH:26][CH:27]=[CH:28][C:20]=2[O:19][C:18]([F:17])([F:29])[F:30])=[N:16][N:15]=1. The yield is 0.380. (8) The reactants are [N:1]1[C:10]2[C:5](=[CH:6][CH:7]=[CH:8][CH:9]=2)[CH:4]=[C:3]([CH:11]=[O:12])[CH:2]=1.[BH4-].[Na+].O. The catalyst is CO. The product is [N:1]1[C:10]2[C:5](=[CH:6][CH:7]=[CH:8][CH:9]=2)[CH:4]=[C:3]([CH2:11][OH:12])[CH:2]=1. The yield is 0.900. (9) The reactants are Br[C:2]1[C:7](=[O:8])[N:6]([CH2:9][C:10]2[CH:15]=[CH:14][C:13]([C:16]3[C:17]([C:22]#[N:23])=[CH:18][CH:19]=[CH:20][CH:21]=3)=[CH:12][CH:11]=2)[C:5]([CH2:24][CH2:25][CH3:26])=[N:4][C:3]=1[CH3:27].[CH3:28][O:29][C:30]1[CH:35]=[CH:34][C:33]([OH:36])=[CH:32][CH:31]=1.[OH-].[K+].CS(C)=O. The catalyst is C(OCC)(=O)C. The product is [CH3:28][O:29][C:30]1[CH:35]=[CH:34][C:33]([O:36][C:2]2[C:7](=[O:8])[N:6]([CH2:9][C:10]3[CH:15]=[CH:14][C:13]([C:16]4[C:17]([C:22]#[N:23])=[CH:18][CH:19]=[CH:20][CH:21]=4)=[CH:12][CH:11]=3)[C:5]([CH2:24][CH2:25][CH3:26])=[N:4][C:3]=2[CH3:27])=[CH:32][CH:31]=1. The yield is 0.280.